Dataset: Forward reaction prediction with 1.9M reactions from USPTO patents (1976-2016). Task: Predict the product of the given reaction. (1) Given the reactants [Br-].[C:19]1([PH+]([C:15]2[CH:20]=[CH:19][CH:18]=[CH:17]C=2)[C:19]2[CH:20]=[CH:15]C=[CH:17][CH:18]=2)[CH:20]=[CH:15]C=[CH:17][CH:18]=1.CC(C)([O-])C.[K+].O=C1CC([NH:32][C:33](=[O:39])[O:34][C:35]([CH3:38])([CH3:37])[CH3:36])C1, predict the reaction product. The product is: [CH2:15]=[C:20]1[CH2:17][CH:18]([NH:32][C:33](=[O:39])[O:34][C:35]([CH3:38])([CH3:37])[CH3:36])[CH2:19]1. (2) Given the reactants C([NH:5][S:6]([C:9]1[S:10][C:11]([C:14]2[CH:19]=[CH:18][CH:17]=[C:16]([C:20]3[N:25]=[C:24]([C:26]([F:29])([F:28])[F:27])[CH:23]=[C:22]([C:30]4[CH:35]=[CH:34][C:33]([F:36])=[CH:32][CH:31]=4)[N:21]=3)[CH:15]=2)=[CH:12][CH:13]=1)(=[O:8])=[O:7])(C)(C)C.C(O)(C(F)(F)F)=O, predict the reaction product. The product is: [F:36][C:33]1[CH:32]=[CH:31][C:30]([C:22]2[CH:23]=[C:24]([C:26]([F:28])([F:29])[F:27])[N:25]=[C:20]([C:16]3[CH:15]=[C:14]([C:11]4[S:10][C:9]([S:6]([NH2:5])(=[O:8])=[O:7])=[CH:13][CH:12]=4)[CH:19]=[CH:18][CH:17]=3)[N:21]=2)=[CH:35][CH:34]=1. (3) Given the reactants CN(C)[CH:3]=[CH:4][C:5]([C:7]1[C:8]([C:13]([O:15][CH:16]([CH3:18])[CH3:17])=[O:14])=[N:9][CH:10]=[CH:11][CH:12]=1)=O.[N+]([O-])(O)=O.[Cl:24][C:25]1[CH:26]=[C:27]([NH:31][C:32]([NH2:34])=[NH:33])[CH:28]=[CH:29][CH:30]=1.[C:35](=O)([O-])[O-:36].[Na+].[Na+].ClCCl, predict the reaction product. The product is: [Cl:24][C:25]1[CH:26]=[C:27]([NH:31][C:32]2[N:34]=[C:5]([C:7]3[C:8]([C:13]([O:15][CH:16]([CH3:18])[CH3:17])=[O:14])=[N:9][CH:10]=[CH:11][CH:12]=3)[CH:4]=[CH:3][N:33]=2)[CH:28]=[CH:29][CH:30]=1.[Cl:24][C:25]1[CH:26]=[C:27]([NH:31][C:32]2[N:34]=[C:5]([C:7]3[C:8]([C:13]([O:15][CH2:16][CH2:18][O:36][CH3:35])=[O:14])=[N:9][CH:10]=[CH:11][CH:12]=3)[CH:4]=[CH:3][N:33]=2)[CH:28]=[CH:29][CH:30]=1. (4) Given the reactants [Br:1][C:2]1[CH:3]=[N:4][C:5](Cl)=[N:6][CH:7]=1.[NH:9]1[CH2:14][CH2:13][S:12](=[O:16])(=[O:15])[CH2:11][CH2:10]1.C([O-])([O-])=O.[K+].[K+], predict the reaction product. The product is: [Br:1][C:2]1[CH:3]=[N:4][C:5]([N:9]2[CH2:14][CH2:13][S:12](=[O:16])(=[O:15])[CH2:11][CH2:10]2)=[N:6][CH:7]=1. (5) Given the reactants Br[C:2]1[CH:10]=[CH:9][C:8]([C:11]([NH2:13])=[O:12])=[C:7]2[C:3]=1[C:4]([CH3:15])=[C:5]([CH3:14])[NH:6]2.[CH:16]([C:18]1[CH:19]=[C:20](B(O)O)[CH:21]=[CH:22][CH:23]=1)=[O:17].[O-]P([O-])([O-])=O.[K+].[K+].[K+], predict the reaction product. The product is: [CH:16]([C:18]1[CH:23]=[C:22]([C:2]2[CH:10]=[CH:9][C:8]([C:11]([NH2:13])=[O:12])=[C:7]3[C:3]=2[C:4]([CH3:15])=[C:5]([CH3:14])[NH:6]3)[CH:21]=[CH:20][CH:19]=1)=[O:17]. (6) Given the reactants [C:1]([C:3]1[CH:8]=[CH:7][C:6]([C:9]2[CH:10]=[N:11][N:12]([C:15]3[CH:23]=[CH:22][C:18]([C:19](O)=[O:20])=[CH:17][N:16]=3)[C:13]=2[OH:14])=[CH:5][CH:4]=1)#[N:2].[CH3:24][O:25][CH2:26][CH2:27][C:28]1([NH2:31])[CH2:30][CH2:29]1, predict the reaction product. The product is: [C:1]([C:3]1[CH:4]=[CH:5][C:6]([C:9]2[CH:10]=[N:11][N:12]([C:15]3[CH:23]=[CH:22][C:18]([C:19]([NH:31][C:28]4([CH2:27][CH2:26][O:25][CH3:24])[CH2:30][CH2:29]4)=[O:20])=[CH:17][N:16]=3)[C:13]=2[OH:14])=[CH:7][CH:8]=1)#[N:2]. (7) Given the reactants CC(OI1(OC(C)=O)(OC(C)=O)OC(=O)C2C=CC=CC1=2)=O.[OH:23][CH:24]([C:38]1[CH:39]=[N:40][C:41]([C:44]([F:47])([F:46])[F:45])=[CH:42][CH:43]=1)[CH:25]1[CH2:30][CH2:29][N:28]([C:31]([O:33][C:34]([CH3:37])([CH3:36])[CH3:35])=[O:32])[CH2:27][CH2:26]1, predict the reaction product. The product is: [F:47][C:44]([F:45])([F:46])[C:41]1[CH:42]=[CH:43][C:38]([C:24]([CH:25]2[CH2:26][CH2:27][N:28]([C:31]([O:33][C:34]([CH3:36])([CH3:37])[CH3:35])=[O:32])[CH2:29][CH2:30]2)=[O:23])=[CH:39][N:40]=1. (8) Given the reactants [CH2:1]([C@@H:3]1[CH2:8][O:7][CH2:6][CH2:5][N:4]1[C:9]1[CH:18]=[CH:17][C:16]2[CH2:15][N:14](C(OC(C)(C)C)=O)[CH2:13][C@@H:12]([CH3:26])[C:11]=2[N:10]=1)[CH3:2].C(OCC)(=O)C.[ClH:33], predict the reaction product. The product is: [ClH:33].[CH2:1]([C@@H:3]1[CH2:8][O:7][CH2:6][CH2:5][N:4]1[C:9]1[CH:18]=[CH:17][C:16]2[CH2:15][NH:14][CH2:13][C@@H:12]([CH3:26])[C:11]=2[N:10]=1)[CH3:2].